This data is from Catalyst prediction with 721,799 reactions and 888 catalyst types from USPTO. The task is: Predict which catalyst facilitates the given reaction. (1) Reactant: [Cl:1][C:2]1[CH:3]=[C:4]([OH:11])[C:5]([N+:8]([O-:10])=[O:9])=[N:6][CH:7]=1.C([O-])([O-])=O.[K+].[K+].Br[CH2:19][CH:20]=[CH2:21]. Product: [Cl:1][C:2]1[CH:3]=[C:4]([O:11][CH2:21][CH:20]=[CH2:19])[C:5]([N+:8]([O-:10])=[O:9])=[N:6][CH:7]=1. The catalyst class is: 10. (2) Reactant: [Cl:1][C:2]1[CH:10]=[C:9]2[C:5]([CH:6]=[C:7]([CH2:11][C:12]3[CH:13]=[CH:14][C:15]([CH3:22])=[C:16]([CH:21]=3)[C:17]([O:19]C)=[O:18])[NH:8]2)=[CH:4][C:3]=1[C:23]1[CH:28]=[CH:27][C:26]([O:29][CH2:30][CH3:31])=[CH:25][C:24]=1[F:32].[OH-].[Na+].O.Cl. Product: [Cl:1][C:2]1[CH:10]=[C:9]2[C:5]([CH:6]=[C:7]([CH2:11][C:12]3[CH:13]=[CH:14][C:15]([CH3:22])=[C:16]([CH:21]=3)[C:17]([OH:19])=[O:18])[NH:8]2)=[CH:4][C:3]=1[C:23]1[CH:28]=[CH:27][C:26]([O:29][CH2:30][CH3:31])=[CH:25][C:24]=1[F:32]. The catalyst class is: 36. (3) Product: [CH3:1][O:2][C:3]1[CH:4]=[CH:5][C:6]([O:7][C:8]2[CH:9]=[C:10]([CH3:21])[C:11]([C:15]3[N:16]=[C:17]([NH:20][C:24](=[O:26])[CH3:25])[S:18][CH:19]=3)=[C:12]([CH3:14])[CH:13]=2)=[CH:22][CH:23]=1. Reactant: [CH3:1][O:2][C:3]1[CH:23]=[CH:22][C:6]([O:7][C:8]2[CH:13]=[C:12]([CH3:14])[C:11]([C:15]3[N:16]=[C:17]([NH2:20])[S:18][CH:19]=3)=[C:10]([CH3:21])[CH:9]=2)=[CH:5][CH:4]=1.[C:24]([O-])(=[O:26])[CH3:25].[Na+].O. The catalyst class is: 152.